This data is from Full USPTO retrosynthesis dataset with 1.9M reactions from patents (1976-2016). The task is: Predict the reactants needed to synthesize the given product. (1) Given the product [CH2:35]([N:33]1[CH:34]=[C:30]([N:25]2[CH:26]=[CH:27][C:28](=[O:29])[C:23]([CH:21]([C:17]3[CH:18]=[CH:19][CH:20]=[C:15]([C:12]4[N:11]=[CH:10][C:9]([OH:8])=[CH:14][N:13]=4)[CH:16]=3)[CH3:22])=[N:24]2)[CH:31]=[N:32]1)[CH3:36], predict the reactants needed to synthesize it. The reactants are: C([O:8][C:9]1[CH:10]=[N:11][C:12]([C:15]2[CH:16]=[C:17]([CH:21]([C:23]3[C:28](=[O:29])[CH:27]=[CH:26][N:25]([C:30]4[CH:31]=[N:32][N:33]([CH2:35][CH3:36])[CH:34]=4)[N:24]=3)[CH3:22])[CH:18]=[CH:19][CH:20]=2)=[N:13][CH:14]=1)C1C=CC=CC=1. (2) Given the product [F:29][C:30]1[CH:35]=[C:34]([F:36])[C:33]([F:37])=[CH:32][C:31]=1[NH:38][C:4]1[O:5][C:6]([C:7]([NH:9][C:10]2[CH:27]=[CH:26][C:13]([O:14][C@@H:15]3[CH2:20][CH2:19][C@H:18]([C:21]([O:23][CH2:24][CH3:25])=[O:22])[CH2:17][CH2:16]3)=[CH:12][CH:11]=2)=[O:8])=[N:3][N:2]=1, predict the reactants needed to synthesize it. The reactants are: O.[NH2:2][NH2:3].[CH3:4][O:5][C:6](=O)[C:7]([NH:9][C:10]1[CH:27]=[CH:26][C:13]([O:14][C@@H:15]2[CH2:20][CH2:19][C@H:18]([C:21]([O:23][CH2:24][CH3:25])=[O:22])[CH2:17][CH2:16]2)=[CH:12][CH:11]=1)=[O:8].[F:29][C:30]1[CH:35]=[C:34]([F:36])[C:33]([F:37])=[CH:32][C:31]=1[N:38]=C=S.CCN=C=NCCCN(C)C.